From a dataset of Full USPTO retrosynthesis dataset with 1.9M reactions from patents (1976-2016). Predict the reactants needed to synthesize the given product. Given the product [CH3:26][CH:25]([CH3:27])[CH2:24][C@@H:20]([C:21](=[O:23])[N:38]([CH3:37])[CH:11]([C:36](=[O:40])[NH:35][CH2:28][C:29]1[CH:34]=[CH:33][CH:32]=[CH:31][CH:30]=1)[C:10]1[CH:13]=[CH:14][C:7]([C:1]2[CH:6]=[CH:5][CH:4]=[CH:3][CH:2]=2)=[CH:8][CH:9]=1)[CH2:19][C:17]([O:16][CH3:15])=[O:18], predict the reactants needed to synthesize it. The reactants are: [C:1]1([C:7]2[CH:14]=[CH:13][C:10]([CH:11]=O)=[CH:9][CH:8]=2)[CH:6]=[CH:5][CH:4]=[CH:3][CH:2]=1.[CH3:15][O:16][C:17]([CH2:19][C@@H:20]([CH2:24][CH:25]([CH3:27])[CH3:26])[C:21]([OH:23])=O)=[O:18].[CH2:28]([N+:35]#[C-:36])[C:29]1[CH:34]=[CH:33][CH:32]=[CH:31][CH:30]=1.[CH3:37][NH2:38].C[OH:40].